Dataset: Reaction yield outcomes from USPTO patents with 853,638 reactions. Task: Predict the reaction yield, written as a fraction of the theoretical maximum amount of product (1.0 means a 100% yield; for example, 0.34 means a 34% yield). The reactants are [Cl:1][C:2]1[CH:3]=[C:4]2[C:12](=[C:13]([NH:15][C:16]([C@H:18]3[N:23]([CH2:24][C:25](O)=[O:26])[CH2:22][C:21]([CH3:29])([CH3:28])[O:20][CH2:19]3)=[O:17])[CH:14]=1)[NH:11][C:10]1[CH:9]=[N:8][CH:7]=[CH:6][C:5]2=1.[NH:30]1[CH2:35][CH2:34][CH2:33][CH2:32][CH2:31]1.C([O-])(=O)C.[NH4+]. No catalyst specified. The product is [Cl:1][C:2]1[CH:3]=[C:4]2[C:12](=[C:13]([NH:15][C:16]([C@@H:18]3[CH2:19][O:20][C:21]([CH3:28])([CH3:29])[CH2:22][N:23]3[CH2:24][C:25](=[O:26])[N:30]3[CH2:35][CH2:34][CH2:33][CH2:32][CH2:31]3)=[O:17])[CH:14]=1)[NH:11][C:10]1[CH:9]=[N:8][CH:7]=[CH:6][C:5]2=1. The yield is 0.900.